From a dataset of Catalyst prediction with 721,799 reactions and 888 catalyst types from USPTO. Predict which catalyst facilitates the given reaction. (1) Reactant: [OH:1][C@@H:2]1[C@@H:7](Br)[CH2:6][CH2:5][C@H:4]([C:9]([N:11]([CH3:13])[CH3:12])=[O:10])[CH2:3]1.[OH-].[Na+]. Product: [CH3:12][N:11]([CH3:13])[C:9]([C@H:4]1[CH2:5][CH2:6][C@@H:7]2[C@@H:2]([O:1]2)[CH2:3]1)=[O:10]. The catalyst class is: 2. (2) Reactant: [Br:1][C:2]1[CH:7]=[CH:6][C:5]([C:8]2[CH:13]=[C:12]([C:14]([N:16]3[CH2:20][CH2:19][CH2:18][CH2:17]3)=[O:15])[CH:11]=[C:10]([C:21]([O:23]CC)=[O:22])[CH:9]=2)=[CH:4][CH:3]=1.CO.[OH-].[Li+]. Product: [Br:1][C:2]1[CH:7]=[CH:6][C:5]([C:8]2[CH:13]=[C:12]([C:14]([N:16]3[CH2:17][CH2:18][CH2:19][CH2:20]3)=[O:15])[CH:11]=[C:10]([C:21]([OH:23])=[O:22])[CH:9]=2)=[CH:4][CH:3]=1. The catalyst class is: 6. (3) Reactant: [NH2:1][C:2]1[CH:7]=[CH:6][CH:5]=[CH:4][CH:3]=1.N1C=CC=CC=1.Cl[S:15]([C:18]1[CH:23]=[CH:22][C:21]([CH:24]=[CH:25][C:26]([OH:28])=[O:27])=[CH:20][CH:19]=1)(=[O:17])=[O:16]. Product: [C:2]1([NH:1][S:15]([C:18]2[CH:19]=[CH:20][C:21]([CH:24]=[CH:25][C:26]([OH:28])=[O:27])=[CH:22][CH:23]=2)(=[O:17])=[O:16])[CH:7]=[CH:6][CH:5]=[CH:4][CH:3]=1. The catalyst class is: 4. (4) Reactant: [Br:1][C:2]1[CH:9]=[CH:8][C:7]([C:10]#[N:11])=[CH:6][C:3]=1[CH2:4][OH:5].C(N(C(C)C)CC)(C)C.[CH3:21][O:22][CH2:23]Cl.O. Product: [Br:1][C:2]1[CH:9]=[CH:8][C:7]([C:10]#[N:11])=[CH:6][C:3]=1[CH2:4][O:5][CH2:21][O:22][CH3:23]. The catalyst class is: 4. (5) Reactant: C[O:2][C:3]([C:5]1[N:13]([CH2:14][CH2:15][O:16][Si:17]([CH:24]([CH3:26])[CH3:25])([CH:21]([CH3:23])[CH3:22])[CH:18]([CH3:20])[CH3:19])[C:12]2[CH:11]=[CH:10][N:9]=[CH:8][C:7]=2[C:6]=1[NH:27][C:28]1[CH:33]=[CH:32][C:31]([I:34])=[CH:30][C:29]=1[F:35])=O.[OH-].[Na+].[Cl-].[NH4+].C([N:43](C(C)C)CC)(C)C.CN(C(ON1N=NC2C=CC=NC1=2)=[N+](C)C)C.F[P-](F)(F)(F)(F)F. Product: [F:35][C:29]1[CH:30]=[C:31]([I:34])[CH:32]=[CH:33][C:28]=1[NH:27][C:6]1[C:7]2[CH:8]=[N:9][CH:10]=[CH:11][C:12]=2[N:13]([CH2:14][CH2:15][O:16][Si:17]([CH:18]([CH3:19])[CH3:20])([CH:21]([CH3:22])[CH3:23])[CH:24]([CH3:26])[CH3:25])[C:5]=1[C:3]([NH2:43])=[O:2]. The catalyst class is: 8.